This data is from Reaction yield outcomes from USPTO patents with 853,638 reactions. The task is: Predict the reaction yield, written as a fraction of the theoretical maximum amount of product (1.0 means a 100% yield; for example, 0.34 means a 34% yield). (1) The reactants are Br[C:2]1[C:7]2[S:8][C:9]([C:11]3[C:18]([Cl:19])=[CH:17][C:14]([C:15]#[N:16])=[CH:13][C:12]=3[Cl:20])=[N:10][C:6]=2[C:5]([F:21])=[CH:4][N:3]=1.[CH3:22][C:23]1[N:28]=[CH:27][N:26]=[C:25]([NH2:29])[CH:24]=1.CC1(C)C2C(=C(P(C3C=CC=CC=3)C3C=CC=CC=3)C=CC=2)OC2C(P(C3C=CC=CC=3)C3C=CC=CC=3)=CC=CC1=2.[C:72]([O-])([O-:74])=[O:73].[Cs+].[Cs+]. The catalyst is O1CCOCC1.CO.O.C1C=CC(/C=C/C(/C=C/C2C=CC=CC=2)=O)=CC=1.C1C=CC(/C=C/C(/C=C/C2C=CC=CC=2)=O)=CC=1.C1C=CC(/C=C/C(/C=C/C2C=CC=CC=2)=O)=CC=1.[Pd].[Pd].C(O)=O. The product is [CH:72]([OH:74])=[O:73].[Cl:20][C:12]1[CH:13]=[C:14]([CH:17]=[C:18]([Cl:19])[C:11]=1[C:9]1[S:8][C:7]2[C:2]([NH:29][C:25]3[CH:24]=[C:23]([CH3:22])[N:28]=[CH:27][N:26]=3)=[N:3][CH:4]=[C:5]([F:21])[C:6]=2[N:10]=1)[C:15]#[N:16]. The yield is 0.300. (2) The reactants are [CH:1]1([N:6]2[CH2:11][CH2:10][N:9]([C:12]([C:14]3[CH:15]=[C:16]4[C:20](=[CH:21][CH:22]=3)[NH:19][C:18]([C:23]([N:25]3[CH2:30][CH2:29][S:28](=[O:32])(=[O:31])[CH2:27][CH2:26]3)=[O:24])=[CH:17]4)=[O:13])[CH2:8][CH2:7]2)[CH2:5][CH2:4][CH2:3][CH2:2]1.[F:33][C:34]([F:45])([F:44])[C:35]1[CH:36]=[C:37](B(O)O)[CH:38]=[CH:39][CH:40]=1.N1C=CC=CC=1. The catalyst is ClCCl.C([O-])(=O)C.[Cu+2].C([O-])(=O)C. The product is [CH:1]1([N:6]2[CH2:7][CH2:8][N:9]([C:12]([C:14]3[CH:15]=[C:16]4[C:20](=[CH:21][CH:22]=3)[N:19]([C:39]3[CH:38]=[CH:37][CH:36]=[C:35]([C:34]([F:45])([F:44])[F:33])[CH:40]=3)[C:18]([C:23]([N:25]3[CH2:30][CH2:29][S:28](=[O:31])(=[O:32])[CH2:27][CH2:26]3)=[O:24])=[CH:17]4)=[O:13])[CH2:10][CH2:11]2)[CH2:2][CH2:3][CH2:4][CH2:5]1. The yield is 0.400. (3) The reactants are Cl[C:2]1[N:7]=[C:6]([NH:8][C@H:9]([CH3:12])[CH2:10][OH:11])[C:5]([C:13]2[S:14][CH:15]=[CH:16][CH:17]=2)=[CH:4][N:3]=1.[NH2:18][C:19]1[CH:24]=[CH:23][C:22]([S:25]([CH3:34])(=[N:27][C:28](=[O:33])[NH:29][CH:30]([CH3:32])[CH3:31])=[O:26])=[CH:21][CH:20]=1. No catalyst specified. The product is [CH:30]([NH:29][C:28]([N:27]=[S:25]([C:22]1[CH:21]=[CH:20][C:19]([NH:18][C:2]2[N:7]=[C:6]([NH:8][C@H:9]([CH3:12])[CH2:10][OH:11])[C:5]([C:13]3[S:14][CH:15]=[CH:16][CH:17]=3)=[CH:4][N:3]=2)=[CH:24][CH:23]=1)([CH3:34])=[O:26])=[O:33])([CH3:32])[CH3:31]. The yield is 0.390. (4) The reactants are [OH-].[Na+].[F:3][C:4]1[CH:24]=[CH:23][C:22]([N:25]2[CH2:30][CH2:29][CH2:28][CH:27]([CH2:31][OH:32])[CH2:26]2)=[CH:21][C:5]=1[C:6]([NH:8][C:9]1[C:10]([CH3:20])=[C:11]([CH:16]=[CH:17][C:18]=1[CH3:19])[C:12]([O:14]C)=[O:13])=[O:7].CCO. The catalyst is O.C1COCC1. The product is [F:3][C:4]1[CH:24]=[CH:23][C:22]([N:25]2[CH2:30][CH2:29][CH2:28][CH:27]([CH2:31][OH:32])[CH2:26]2)=[CH:21][C:5]=1[C:6]([NH:8][C:9]1[C:10]([CH3:20])=[C:11]([CH:16]=[CH:17][C:18]=1[CH3:19])[C:12]([OH:14])=[O:13])=[O:7]. The yield is 0.368. (5) The reactants are [CH:1]1([N:7]2[C:12](=[O:13])[CH2:11][C:10](=[O:14])[N:9]([CH2:15][C:16]3[CH:21]=[CH:20][C:19]([C:22]([CH3:25])([CH3:24])[CH3:23])=[CH:18][CH:17]=3)[C:8]2=[O:26])[CH2:6][CH2:5][CH2:4][CH2:3][CH2:2]1.C(N(C(C)C)CC)(C)C.[N:36]([CH2:39][C:40]([O:42]CC)=[O:41])=[C:37]=[O:38]. The catalyst is C(Cl)(Cl)Cl. The product is [CH:1]1([N:7]2[C:12]([OH:13])=[C:11]([C:37]([NH:36][CH2:39][C:40]([OH:42])=[O:41])=[O:38])[C:10](=[O:14])[N:9]([CH2:15][C:16]3[CH:17]=[CH:18][C:19]([C:22]([CH3:23])([CH3:25])[CH3:24])=[CH:20][CH:21]=3)[C:8]2=[O:26])[CH2:2][CH2:3][CH2:4][CH2:5][CH2:6]1. The yield is 0.820. (6) The reactants are [CH:1]([C:4]1[N:5]=[C:6]([C:9]2[CH:18]=[C:17]([O:19][CH:20]3[CH2:38][CH:37]4[N:22]([C:23](=[O:52])[N:24]([CH2:43][C:44]5[CH:49]=[CH:48][C:47]([O:50][CH3:51])=[CH:46][CH:45]=5)[CH2:25][CH2:26][CH2:27][CH2:28][CH2:29][CH:30]=[CH:31][CH:32]5[C:34]([C:40]([OH:42])=O)([NH:35][C:36]4=[O:39])[CH2:33]5)[CH2:21]3)[C:16]3[C:11](=[C:12]([CH3:55])[C:13]([O:53][CH3:54])=[CH:14][CH:15]=3)[N:10]=2)[S:7][CH:8]=1)([CH3:3])[CH3:2].C(Cl)CCl.O1CCNC1=O.C1(C[S:70]([NH2:73])(=[O:72])=[O:71])CC1.[CH2:74]1[CH2:84][CH2:83]N2C(=NCCC2)C[CH2:75]1. The catalyst is ClCCl. The product is [CH:1]([C:4]1[N:5]=[C:6]([C:9]2[CH:18]=[C:17]([O:19][CH:20]3[CH2:38][CH:37]4[N:22]([C:23](=[O:52])[N:24]([CH2:43][C:44]5[CH:49]=[CH:48][C:47]([O:50][CH3:51])=[CH:46][CH:45]=5)[CH2:25][CH2:26][CH2:27][CH2:28][CH2:29][CH:30]=[CH:31][CH:32]5[C:34]([C:40]([NH:73][S:70]([C:74]6([CH3:75])[CH2:83][CH2:84]6)(=[O:72])=[O:71])=[O:42])([NH:35][C:36]4=[O:39])[CH2:33]5)[CH2:21]3)[C:16]3[C:11](=[C:12]([CH3:55])[C:13]([O:53][CH3:54])=[CH:14][CH:15]=3)[N:10]=2)[S:7][CH:8]=1)([CH3:2])[CH3:3]. The yield is 0.440. (7) The reactants are [Cl:1][C:2]1[CH:21]=[C:20]([C:22]([F:25])([F:24])[F:23])[CH:19]=[CH:18][C:3]=1[CH2:4][N:5]1[C:9](/[CH:10]=[CH:11]/[C:12]([O:14][CH2:15][CH3:16])=[O:13])=[CH:8][C:7]([OH:17])=[N:6]1.Br[CH2:27][CH:28]1[CH2:30][CH2:29]1.C(=O)([O-])[O-].[K+].[K+]. The catalyst is CN(C)C=O. The product is [Cl:1][C:2]1[CH:21]=[C:20]([C:22]([F:25])([F:23])[F:24])[CH:19]=[CH:18][C:3]=1[CH2:4][N:5]1[C:9](/[CH:10]=[CH:11]/[C:12]([O:14][CH2:15][CH3:16])=[O:13])=[CH:8][C:7]([O:17][CH2:27][CH:28]2[CH2:30][CH2:29]2)=[N:6]1. The yield is 0.590. (8) The reactants are F[C:2]1[CH:7]=[C:6]([F:8])[CH:5]=[CH:4][C:3]=1[N+:9]([O-:11])=[O:10].[NH2:12][CH:13]1[CH2:16][CH:15]([C:17]#[N:18])[CH2:14]1.CCN(C(C)C)C(C)C. The catalyst is C(#N)C. The product is [F:8][C:6]1[CH:5]=[CH:4][C:3]([N+:9]([O-:11])=[O:10])=[C:2]([NH:12][CH:13]2[CH2:16][CH:15]([C:17]#[N:18])[CH2:14]2)[CH:7]=1. The yield is 0.680. (9) The reactants are [CH3:1][CH2:2][OH:3].[K].Cl[C:6]1[C:7]([C:16]([F:19])([F:18])[F:17])=[CH:8][C:9]([N+:13]([O-:15])=[O:14])=[C:10]([NH2:12])[CH:11]=1.Cl. The catalyst is O. The product is [CH2:2]([O:3][C:6]1[C:7]([C:16]([F:17])([F:19])[F:18])=[CH:8][C:9]([N+:13]([O-:15])=[O:14])=[C:10]([NH2:12])[CH:11]=1)[CH3:1]. The yield is 0.960. (10) The reactants are [CH3:1][N:2]1[C:6]([CH2:7][O:8][C:9]2[CH:17]=[CH:16][C:12]([C:13]([OH:15])=O)=[CH:11][N:10]=2)=[C:5]([C:18]2[CH:23]=[CH:22][CH:21]=[CH:20][N:19]=2)[N:4]=[N:3]1.[NH2:24][N:25]1[CH2:30][CH2:29][O:28][CH2:27][CH2:26]1. No catalyst specified. The product is [CH3:1][N:2]1[C:6]([CH2:7][O:8][C:9]2[CH:17]=[CH:16][C:12]([C:13]([NH:24][N:25]3[CH2:30][CH2:29][O:28][CH2:27][CH2:26]3)=[O:15])=[CH:11][N:10]=2)=[C:5]([C:18]2[CH:23]=[CH:22][CH:21]=[CH:20][N:19]=2)[N:4]=[N:3]1. The yield is 0.780.